This data is from Full USPTO retrosynthesis dataset with 1.9M reactions from patents (1976-2016). The task is: Predict the reactants needed to synthesize the given product. (1) Given the product [CH3:1][C:2]1[N:11]([CH2:14][CH2:15][O:16][C:17]2[CH:24]=[CH:23][C:20]([CH:21]=[O:22])=[CH:19][CH:18]=2)[C:10](=[O:12])[C:9]2[C:4](=[CH:5][CH:6]=[CH:7][CH:8]=2)[N:3]=1, predict the reactants needed to synthesize it. The reactants are: [CH3:1][C:2]1[NH:11][C:10](=[O:12])[C:9]2[C:4](=[CH:5][CH:6]=[CH:7][CH:8]=2)[N:3]=1.Br[CH2:14][CH2:15][O:16][C:17]1[CH:24]=[CH:23][C:20]([CH:21]=[O:22])=[CH:19][CH:18]=1.C([O-])([O-])=O.[K+].[K+]. (2) The reactants are: Br[CH2:2]/[C:3](/[C:13]1[CH:18]=[CH:17][CH:16]=[CH:15][CH:14]=1)=[C:4](/[C:7]1[CH:12]=[CH:11][CH:10]=[CH:9][CH:8]=1)\[CH2:5]Br.[Cl:19][C:20]1[CH:26]=[CH:25][C:23]([NH2:24])=[CH:22][CH:21]=1.O. Given the product [Cl:19][C:20]1[CH:26]=[CH:25][C:23]([N:24]2[CH2:5][C:4]([C:7]3[CH:12]=[CH:11][CH:10]=[CH:9][CH:8]=3)=[C:3]([C:13]3[CH:18]=[CH:17][CH:16]=[CH:15][CH:14]=3)[CH2:2]2)=[CH:22][CH:21]=1, predict the reactants needed to synthesize it.